This data is from NCI-60 drug combinations with 297,098 pairs across 59 cell lines. The task is: Regression. Given two drug SMILES strings and cell line genomic features, predict the synergy score measuring deviation from expected non-interaction effect. (1) Drug 1: COC1=C(C=C2C(=C1)N=CN=C2NC3=CC(=C(C=C3)F)Cl)OCCCN4CCOCC4. Drug 2: CC1=C2C(C(=O)C3(C(CC4C(C3C(C(C2(C)C)(CC1OC(=O)C(C(C5=CC=CC=C5)NC(=O)OC(C)(C)C)O)O)OC(=O)C6=CC=CC=C6)(CO4)OC(=O)C)O)C)O. Cell line: SF-295. Synergy scores: CSS=46.4, Synergy_ZIP=6.71, Synergy_Bliss=10.3, Synergy_Loewe=-5.86, Synergy_HSA=13.1. (2) Drug 1: CC1C(C(CC(O1)OC2CC(CC3=C2C(=C4C(=C3O)C(=O)C5=C(C4=O)C(=CC=C5)OC)O)(C(=O)C)O)N)O.Cl. Drug 2: C1=CN(C=N1)CC(O)(P(=O)(O)O)P(=O)(O)O. Cell line: UACC62. Synergy scores: CSS=2.36, Synergy_ZIP=-4.46, Synergy_Bliss=-8.47, Synergy_Loewe=-16.1, Synergy_HSA=-8.05. (3) Drug 1: C#CCC(CC1=CN=C2C(=N1)C(=NC(=N2)N)N)C3=CC=C(C=C3)C(=O)NC(CCC(=O)O)C(=O)O. Drug 2: C1CN(CCN1C(=O)CCBr)C(=O)CCBr. Cell line: HS 578T. Synergy scores: CSS=10.6, Synergy_ZIP=-6.26, Synergy_Bliss=-9.85, Synergy_Loewe=-3.61, Synergy_HSA=-5.61. (4) Drug 1: CC1C(C(CC(O1)OC2CC(CC3=C2C(=C4C(=C3O)C(=O)C5=C(C4=O)C(=CC=C5)OC)O)(C(=O)C)O)N)O.Cl. Drug 2: C1=C(C(=O)NC(=O)N1)F. Cell line: CAKI-1. Synergy scores: CSS=42.8, Synergy_ZIP=6.97, Synergy_Bliss=7.19, Synergy_Loewe=-2.99, Synergy_HSA=15.0. (5) Drug 1: CC1C(C(=O)NC(C(=O)N2CCCC2C(=O)N(CC(=O)N(C(C(=O)O1)C(C)C)C)C)C(C)C)NC(=O)C3=C4C(=C(C=C3)C)OC5=C(C(=O)C(=C(C5=N4)C(=O)NC6C(OC(=O)C(N(C(=O)CN(C(=O)C7CCCN7C(=O)C(NC6=O)C(C)C)C)C)C(C)C)C)N)C. Drug 2: CC1=C(C(=O)C2=C(C1=O)N3CC4C(C3(C2COC(=O)N)OC)N4)N. Cell line: M14. Synergy scores: CSS=33.7, Synergy_ZIP=-6.00, Synergy_Bliss=-5.11, Synergy_Loewe=-11.5, Synergy_HSA=-5.53. (6) Drug 1: CS(=O)(=O)C1=CC(=C(C=C1)C(=O)NC2=CC(=C(C=C2)Cl)C3=CC=CC=N3)Cl. Drug 2: CN1C(=O)N2C=NC(=C2N=N1)C(=O)N. Cell line: OVCAR-8. Synergy scores: CSS=-1.84, Synergy_ZIP=-1.15, Synergy_Bliss=-2.60, Synergy_Loewe=-9.07, Synergy_HSA=-5.06. (7) Drug 1: C1CCN(CC1)CCOC2=CC=C(C=C2)C(=O)C3=C(SC4=C3C=CC(=C4)O)C5=CC=C(C=C5)O. Drug 2: C(CC(=O)O)C(=O)CN.Cl. Cell line: SF-295. Synergy scores: CSS=6.14, Synergy_ZIP=-1.64, Synergy_Bliss=0.797, Synergy_Loewe=0.126, Synergy_HSA=-0.116. (8) Drug 1: CN(C)N=NC1=C(NC=N1)C(=O)N. Drug 2: COC1=C2C(=CC3=C1OC=C3)C=CC(=O)O2. Cell line: LOX IMVI. Synergy scores: CSS=38.4, Synergy_ZIP=6.73, Synergy_Bliss=1.48, Synergy_Loewe=-3.04, Synergy_HSA=0.574. (9) Drug 1: C1C(C(OC1N2C=NC3=C(N=C(N=C32)Cl)N)CO)O. Drug 2: CCC1(C2=C(COC1=O)C(=O)N3CC4=CC5=C(C=CC(=C5CN(C)C)O)N=C4C3=C2)O.Cl. Cell line: HCC-2998. Synergy scores: CSS=54.4, Synergy_ZIP=-9.89, Synergy_Bliss=-13.9, Synergy_Loewe=-8.16, Synergy_HSA=-6.72.